From a dataset of Catalyst prediction with 721,799 reactions and 888 catalyst types from USPTO. Predict which catalyst facilitates the given reaction. (1) Reactant: [CH2:1]([NH:8][S:9]([C:12]1[CH:17]=[CH:16][CH:15]=[C:14]([CH2:18][OH:19])[CH:13]=1)(=[O:11])=[O:10])[C:2]1[CH:7]=[CH:6][CH:5]=[CH:4][CH:3]=1. Product: [CH2:1]([NH:8][S:9]([C:12]1[CH:17]=[CH:16][CH:15]=[C:14]([CH:18]=[O:19])[CH:13]=1)(=[O:11])=[O:10])[C:2]1[CH:7]=[CH:6][CH:5]=[CH:4][CH:3]=1. The catalyst class is: 697. (2) Reactant: [NH:1]1[C:9]2[C:4](=[CH:5][CH:6]=[CH:7][C:8]=2[C:10]([OH:12])=O)[CH:3]=[CH:2]1.CN(C(ON1N=NC2C=CC=CC1=2)=[N+](C)C)C.[B-](F)(F)(F)F.C(N(CC)C(C)C)(C)C.[C:44]([C:48]1[CH:65]=[CH:64][C:51]([CH2:52][NH:53][CH2:54][CH2:55][CH:56]([C:58]2[O:59][C:60]([CH3:63])=[CH:61][CH:62]=2)[CH3:57])=[CH:50][CH:49]=1)([CH3:47])([CH3:46])[CH3:45]. Product: [C:44]([C:48]1[CH:65]=[CH:64][C:51]([CH2:52][N:53]([CH2:54][CH2:55][CH:56]([C:58]2[O:59][C:60]([CH3:63])=[CH:61][CH:62]=2)[CH3:57])[C:10]([C:8]2[CH:7]=[CH:6][CH:5]=[C:4]3[C:9]=2[NH:1][CH:2]=[CH:3]3)=[O:12])=[CH:50][CH:49]=1)([CH3:46])([CH3:45])[CH3:47]. The catalyst class is: 18.